This data is from Forward reaction prediction with 1.9M reactions from USPTO patents (1976-2016). The task is: Predict the product of the given reaction. (1) Given the reactants Br[C:2]1[CH:3]=[C:4]2[C:8](=[CH:9][CH:10]=1)[N:7]([S:11]([CH3:14])(=[O:13])=[O:12])[CH2:6][CH2:5]2.[CH2:15]([O:17][C:18](=[O:22])[CH:19](Cl)[CH3:20])[CH3:16].C(O)(C(F)(F)F)=O.Cl, predict the reaction product. The product is: [CH3:14][S:11]([N:7]1[C:8]2[C:4](=[CH:3][C:2]([CH:19]([CH3:20])[C:18]([O:17][CH2:15][CH3:16])=[O:22])=[CH:10][CH:9]=2)[CH2:5][CH2:6]1)(=[O:13])=[O:12]. (2) Given the reactants Cl[C:2]1[N:11]=[CH:10][C:9]2[N:8]([CH2:12][CH:13]3[CH2:17][CH2:16][O:15][CH2:14]3)[C:7](=[O:18])[C:6]3([CH3:23])[CH2:19][O:20][CH2:21][CH2:22][N:5]3[C:4]=2[N:3]=1.[CH:24]1([NH:27][C:28]([NH:30][C:31]2[CH:36]=[CH:35][C:34](B3OC(C)(C)C(C)(C)O3)=[CH:33][CH:32]=2)=[O:29])[CH2:26][CH2:25]1.CC([O-])(C)C.[Na+], predict the reaction product. The product is: [CH:24]1([NH:27][C:28]([NH:30][C:31]2[CH:36]=[CH:35][C:34]([C:2]3[N:11]=[CH:10][C:9]4[N:8]([CH2:12][CH:13]5[CH2:17][CH2:16][O:15][CH2:14]5)[C:7](=[O:18])[C:6]5([CH3:23])[CH2:19][O:20][CH2:21][CH2:22][N:5]5[C:4]=4[N:3]=3)=[CH:33][CH:32]=2)=[O:29])[CH2:26][CH2:25]1.